Task: Predict the reactants needed to synthesize the given product.. Dataset: Full USPTO retrosynthesis dataset with 1.9M reactions from patents (1976-2016) Given the product [CH3:7][C:6]1[S:5][C:4]([C:8]([O:10][CH3:11])=[O:9])=[CH:3][C:2]=1[B:15]1[O:16][C:17]([CH3:19])([CH3:18])[C:13]([CH3:29])([CH3:12])[O:14]1, predict the reactants needed to synthesize it. The reactants are: Br[C:2]1[CH:3]=[C:4]([C:8]([O:10][CH3:11])=[O:9])[S:5][C:6]=1[CH3:7].[CH3:12][C:13]1([CH3:29])[C:17]([CH3:19])([CH3:18])[O:16][B:15]([B:15]2[O:16][C:17]([CH3:19])([CH3:18])[C:13]([CH3:29])([CH3:12])[O:14]2)[O:14]1.C([O-])(=O)C.[K+].